Dataset: Reaction yield outcomes from USPTO patents with 853,638 reactions. Task: Predict the reaction yield, written as a fraction of the theoretical maximum amount of product (1.0 means a 100% yield; for example, 0.34 means a 34% yield). (1) The reactants are [CH:1]([N:14]1[C:22]2[C:17](=[CH:18][C:19]([Cl:23])=[CH:20][CH:21]=2)[C:16]([CH2:24][CH2:25][CH2:26][C:27]2[CH:37]=[CH:36][C:30]([C:31]([O:33]CC)=[O:32])=[CH:29][CH:28]=2)=[C:15]1[CH2:38][CH2:39][NH:40][S:41]([CH2:44][C:45]1[CH:50]=[CH:49][C:48]([Cl:51])=[C:47]([Cl:52])[CH:46]=1)(=[O:43])=[O:42])([C:8]1[CH:13]=[CH:12][CH:11]=[CH:10][CH:9]=1)[C:2]1[CH:7]=[CH:6][CH:5]=[CH:4][CH:3]=1.[Li+].[OH-].CO.Cl. The catalyst is O.C1COCC1. The product is [Cl:23][C:19]1[CH:18]=[C:17]2[C:22](=[CH:21][CH:20]=1)[N:14]([CH:1]([C:2]1[CH:3]=[CH:4][CH:5]=[CH:6][CH:7]=1)[C:8]1[CH:9]=[CH:10][CH:11]=[CH:12][CH:13]=1)[C:15]([CH2:38][CH2:39][NH:40][S:41]([CH2:44][C:45]1[CH:50]=[CH:49][C:48]([Cl:51])=[C:47]([Cl:52])[CH:46]=1)(=[O:43])=[O:42])=[C:16]2[CH2:24][CH2:25][CH2:26][C:27]1[CH:28]=[CH:29][C:30]([C:31]([OH:33])=[O:32])=[CH:36][CH:37]=1. The yield is 0.960. (2) The product is [OH:1][C@H:2]([CH2:21][N:22]1[CH2:26][CH2:25][CH2:24][CH2:23]1)[CH2:3][O:4][C:5]1[CH:6]=[CH:7][C:8]2[C:9]3[N:10]([CH2:18][CH2:19][N:20]=3)[C:11]([NH:17][C:27]([C:28]3[CH:29]=[N:30][CH:31]=[CH:32][CH:33]=3)=[O:34])=[N:12][C:13]=2[C:14]=1[O:15][CH3:16]. The catalyst is CN(C=O)C. The yield is 0.500. The reactants are [OH:1][C@H:2]([CH2:21][N:22]1[CH2:26][CH2:25][CH2:24][CH2:23]1)[CH2:3][O:4][C:5]1[CH:6]=[CH:7][C:8]2[C:9]3[N:10]([CH2:18][CH2:19][N:20]=3)[C:11]([NH2:17])=[N:12][C:13]=2[C:14]=1[O:15][CH3:16].[C:27](O)(=[O:34])[C:28]1[CH:33]=[CH:32][CH:31]=[N:30][CH:29]=1.C1CN([P+](ON2N=NC3C=CC=CC2=3)(N2CCCC2)N2CCCC2)CC1.F[P-](F)(F)(F)(F)F.C(N(C(C)C)CC)(C)C. (3) The product is [Cl:1][C:2]1[N:7]=[C:6]([Cl:8])[N:5]=[C:4]2[N:9]([CH:14]3[CH2:15][CH2:16][CH2:17][CH2:18][O:13]3)[N:10]=[C:11]([CH3:12])[C:3]=12. The yield is 0.920. The catalyst is C(OCC)(=O)C.CC1C=CC(S(O)(=O)=O)=CC=1. The reactants are [Cl:1][C:2]1[N:7]=[C:6]([Cl:8])[N:5]=[C:4]2[NH:9][N:10]=[C:11]([CH3:12])[C:3]=12.[O:13]1[CH:18]=[CH:17][CH2:16][CH2:15][CH2:14]1.C([O-])(O)=O.[Na+]. (4) The reactants are C(O)(C(F)(F)F)=O.[Si]([O:15][CH2:16][CH2:17][CH2:18][C:19]1[CH:20]=[N:21][C:22]([C:25]2[O:33][C:28]3=[CH:29][N:30]=[CH:31][CH:32]=[C:27]3[C:26]=2[NH:34][C:35]2[CH:43]=[CH:42][C:41]([Cl:44])=[C:40]3[C:36]=2[CH:37]=[N:38][N:39]3C(OC(C)(C)C)=O)=[N:23][CH:24]=1)(C(C)(C)C)(C)C. The catalyst is ClCCl. The product is [Cl:44][C:41]1[CH:42]=[CH:43][C:35]([NH:34][C:26]2[C:27]3[C:28](=[CH:29][N:30]=[CH:31][CH:32]=3)[O:33][C:25]=2[C:22]2[N:21]=[CH:20][C:19]([CH2:18][CH2:17][CH2:16][OH:15])=[CH:24][N:23]=2)=[C:36]2[C:40]=1[NH:39][N:38]=[CH:37]2. The yield is 0.350. (5) The reactants are Cl[C:2]1[N:3]=[N+:4]([O-:12])[C:5]2[CH:11]=[CH:10][CH:9]=[CH:8][C:6]=2[N:7]=1.Cl.[N:14]([CH2:17][CH2:18][CH2:19][NH2:20])=[N+:15]=[N-:16].CCN(CC)CC. The catalyst is C(Cl)Cl. The product is [N:14]([CH2:17][CH2:18][CH2:19][NH:20][C:2]1[N:3]=[N+:4]([O-:12])[C:5]2[CH:11]=[CH:10][CH:9]=[CH:8][C:6]=2[N:7]=1)=[N+:15]=[N-:16]. The yield is 0.850. (6) The reactants are [Cl:1][C:2]1[CH:3]=[C:4]([I:12])[C:5](/[N:8]=[CH:9]\[NH:10]O)=[N:6][CH:7]=1. The catalyst is C1COCC1.FC(F)(F)C(OC(=O)C(F)(F)F)=O. The product is [Cl:1][C:2]1[CH:3]=[C:4]([I:12])[C:5]2[N:6]([N:10]=[CH:9][N:8]=2)[CH:7]=1. The yield is 0.852. (7) The catalyst is CO.C(OCC)(=O)C.[Cl-].[NH4+].[Zn]. The yield is 0.950. The reactants are [CH3:1][O:2][C:3](=[O:29])[C@H:4]([CH2:19][C:20]1[CH:25]=[CH:24][C:23]([N+]([O-])=O)=[CH:22][CH:21]=1)[NH:5]C(C1(CCNC(=O)C)CCCC1)=S.O.ClCCl.CC(C)=O. The product is [CH3:1][O:2][C:3](=[O:29])[C@H:4]([CH2:19][C:20]1[CH:25]=[CH:24][CH:23]=[CH:22][CH:21]=1)[NH2:5]. (8) The reactants are COC1C=C(OC)C=CC=1C[N:6]1[CH2:11][CH2:10][CH2:9][CH:8]([F:12])[S:7]1(=[O:14])=[O:13].FC(F)(F)C(O)=O. The catalyst is C(Cl)Cl. The product is [F:12][CH:8]1[S:7](=[O:14])(=[O:13])[NH:6][CH2:11][CH2:10][CH2:9]1. The yield is 0.790.